Dataset: Full USPTO retrosynthesis dataset with 1.9M reactions from patents (1976-2016). Task: Predict the reactants needed to synthesize the given product. (1) Given the product [OH:59][C@@H:58]([C@@H:57]1[CH2:60][CH2:61][CH2:62][N:56]1[C:54]([O:53][C:49]([CH3:52])([CH3:50])[CH3:51])=[O:55])[C@@H:15]([CH3:16])[C:14]([N:3]1[C@H:2]([CH3:1])[C@H:6]([C:7]2[CH:8]=[CH:9][CH:10]=[CH:11][CH:12]=2)[O:5][C:4]1=[O:13])=[O:17], predict the reactants needed to synthesize it. The reactants are: [CH3:1][C@@H:2]1[C@H:6]([C:7]2[CH:12]=[CH:11][CH:10]=[CH:9][CH:8]=2)[O:5][C:4](=[O:13])[N:3]1[C:14](=[O:17])[CH2:15][CH3:16].C(N(CC)CC)C.[O-]S(C(F)(F)F)(=O)=O.C([B+]CCCC)CCC.C(=O)=O.CC(C)=O.[C:49]([O:53][C:54]([N:56]1[CH2:62][CH2:61][CH2:60][C@H:57]1[CH:58]=[O:59])=[O:55])([CH3:52])([CH3:51])[CH3:50]. (2) The reactants are: Br[C:2]1[CH:3]=[C:4]2[C:9](=[CH:10][C:11]=1[O:12][CH3:13])[NH:8][CH:7]=[N:6][C:5]2=[O:14].C(Cl)Cl.CC([O-])=O.[K+].[B:23]1([B:23]2[O:27][C:26]([CH3:29])([CH3:28])[C:25]([CH3:31])([CH3:30])[O:24]2)[O:27][C:26]([CH3:29])([CH3:28])[C:25]([CH3:31])([CH3:30])[O:24]1. Given the product [CH3:13][O:12][C:11]1[CH:10]=[C:9]2[C:4]([C:5](=[O:14])[N:6]=[CH:7][NH:8]2)=[CH:3][C:2]=1[B:23]1[O:27][C:26]([CH3:29])([CH3:28])[C:25]([CH3:31])([CH3:30])[O:24]1, predict the reactants needed to synthesize it. (3) Given the product [CH3:38][S:35]([C:32]1[CH:33]=[CH:34][C:29]([CH2:28][O:7][C:8]2[CH:13]=[N:12][C:11]([N:14]3[CH2:15][CH2:16][N:17]([C:20]([O:22][C:23]([CH3:26])([CH3:25])[CH3:24])=[O:21])[CH2:18][CH2:19]3)=[N:10][CH:9]=2)=[CH:30][CH:31]=1)(=[O:36])=[O:37], predict the reactants needed to synthesize it. The reactants are: C(=O)([O-])[O-].[Cs+].[Cs+].[OH:7][C:8]1[CH:9]=[N:10][C:11]([N:14]2[CH2:19][CH2:18][N:17]([C:20]([O:22][C:23]([CH3:26])([CH3:25])[CH3:24])=[O:21])[CH2:16][CH2:15]2)=[N:12][CH:13]=1.Br[CH2:28][C:29]1[CH:34]=[CH:33][C:32]([S:35]([CH3:38])(=[O:37])=[O:36])=[CH:31][CH:30]=1.O. (4) Given the product [CH3:17][O:9][C:8](=[O:10])[CH2:7][CH2:6][CH2:5][CH2:4][C:1](=[O:3])[CH3:2], predict the reactants needed to synthesize it. The reactants are: [C:1]([CH2:4][CH2:5][CH2:6][CH2:7][C:8]([OH:10])=[O:9])(=[O:3])[CH3:2].S(=O)(=O)(O)O.Cl[CH2:17]CCl.CO. (5) Given the product [CH3:29][O:1][CH2:2][C@H:3]1[N:8]([C:9]([O:11][CH2:12][C:13]2[CH:18]=[CH:17][CH:16]=[CH:15][CH:14]=2)=[O:10])[CH2:7][C@@H:6]([C:19]([O:21][CH3:22])=[O:20])[CH2:5][CH2:4]1, predict the reactants needed to synthesize it. The reactants are: [OH:1][CH2:2][C@H:3]1[N:8]([C:9]([O:11][CH2:12][C:13]2[CH:18]=[CH:17][CH:16]=[CH:15][CH:14]=2)=[O:10])[CH2:7][C@@H:6]([C:19]([O:21][CH3:22])=[O:20])[CH2:5][CH2:4]1.F[B-](F)(F)F.[H+].[CH3:29][Si](C=[N+]=[N-])(C)C.C([O-])(O)=O.[Na+]. (6) Given the product [Cl:19][C:20]1[CH:21]=[C:22]([CH:25]=[CH:26][C:27]=1[N:28]1[CH2:33][CH2:32][N:31]([C:9](=[O:10])[C:8]2[CH:12]=[C:13]([N+:16]([O-:18])=[O:17])[CH:14]=[CH:15][C:7]=2[N:1]2[CH2:6][CH2:5][O:4][CH2:3][CH2:2]2)[CH2:30][CH2:29]1)[C:23]#[N:24], predict the reactants needed to synthesize it. The reactants are: [N:1]1([C:7]2[CH:15]=[CH:14][C:13]([N+:16]([O-:18])=[O:17])=[CH:12][C:8]=2[C:9](Cl)=[O:10])[CH2:6][CH2:5][O:4][CH2:3][CH2:2]1.[Cl:19][C:20]1[CH:21]=[C:22]([CH:25]=[CH:26][C:27]=1[N:28]1[CH2:33][CH2:32][NH:31][CH2:30][CH2:29]1)[C:23]#[N:24].CCN(CC)CC.